Predict the reactants needed to synthesize the given product. From a dataset of Full USPTO retrosynthesis dataset with 1.9M reactions from patents (1976-2016). (1) Given the product [OH:41][C@H:42]([C:66]1[C:75]2[C:70](=[CH:71][CH:72]=[C:73]([O:76][CH3:77])[N:74]=2)[N:69]=[CH:68][CH:67]=1)[CH2:43][NH:44][C:45]1([C:62]([OH:64])=[O:63])[CH2:51][CH2:50][CH2:49][N:48]([CH:52]2[CH2:53][CH:54]([C:56]3[CH:57]=[CH:58][CH:59]=[CH:60][CH:61]=3)[CH2:55]2)[CH2:47][CH2:46]1, predict the reactants needed to synthesize it. The reactants are: O[C@H](C1C2C(=CC=C(OC)N=2)N=CC=1)CNC1(C(O)=O)CCCNCC1.C1(C2CC(=O)C2)C=CC=CC=1.C([BH3-])#N.[OH:41][C@H:42]([C:66]1[C:75]2[C:70](=[CH:71][CH:72]=[C:73]([O:76][CH3:77])[N:74]=2)[N:69]=[CH:68][CH:67]=1)[CH2:43][NH:44][C:45]1([C:62]([O:64]C)=[O:63])[CH2:51][CH2:50][CH2:49][N:48]([CH:52]2[CH2:55][CH:54]([C:56]3[CH:61]=[CH:60][CH:59]=[CH:58][CH:57]=3)[CH2:53]2)[CH2:47][CH2:46]1. (2) Given the product [CH2:13]([CH:20]1[CH2:21][CH2:22][N:23]([C:26](=[O:30])[C:27]([NH:1][C:2]2[CH:3]=[CH:4][C:5]3[O:10][CH2:9][C:8](=[O:11])[NH:7][C:6]=3[CH:12]=2)=[O:28])[CH2:24][CH2:25]1)[C:14]1[CH:15]=[CH:16][CH:17]=[CH:18][CH:19]=1, predict the reactants needed to synthesize it. The reactants are: [NH2:1][C:2]1[CH:3]=[CH:4][C:5]2[O:10][CH2:9][C:8](=[O:11])[NH:7][C:6]=2[CH:12]=1.[CH2:13]([CH:20]1[CH2:25][CH2:24][N:23]([C:26](=[O:30])[C:27](O)=[O:28])[CH2:22][CH2:21]1)[C:14]1[CH:19]=[CH:18][CH:17]=[CH:16][CH:15]=1.